Dataset: Caco-2 cell permeability data measuring drug intestinal absorption for ~900 compounds. Task: Regression/Classification. Given a drug SMILES string, predict its absorption, distribution, metabolism, or excretion properties. Task type varies by dataset: regression for continuous measurements (e.g., permeability, clearance, half-life) or binary classification for categorical outcomes (e.g., BBB penetration, CYP inhibition). For this dataset (caco2_wang), we predict Y. (1) The Y is -4.63 log Papp (cm/s). The compound is CO[C@H]1C[C@@H]2CC[C@@H](C)[C@@](O)(O2)C(=O)C(=O)N2CCCC3[C@H](C[C@@H]4CC[C@@H](OCCO)[C@H](OC)C4)[C@H](CC(=O)[C@H](C)/C=C(\C)[C@@H](O)[C@@H](OC)C(=O)[C@H](C)CC[C@H](C)/C=C/C=C/C=C/1C)OC(=O)[C@H]32. (2) The compound is CN1CC[C@]23C(=O)C[C@@H]4C(=CCO[C@H]5CC(=O)N(c6ccccc62)[C@@H]3[C@@H]54)C1. The Y is -4.58 log Papp (cm/s). (3) The drug is CC(C)(C)NCC(O)COc1ccc(NC(=O)NC2CCCCC2)cc1. The Y is -4.97 log Papp (cm/s). (4) The drug is CN1CCCC/C=C\[C@@H]2C[C@@]2(C(=O)NS(=O)(=O)C2CC2)NC(=O)[C@@H]2C[C@@H](Oc3nc(-c4ccccc4)nc4ccccc34)C[C@H]2C1=O. The Y is -4.68 log Papp (cm/s). (5) The molecule is CC(C)NC[C@H](COc1ccc(CCOCC2CC2)cc1)OC(=O)C1CC1. The Y is -4.52 log Papp (cm/s). (6) The compound is Nc1nc(=O)c2ncn(COCCO)c2[nH]1. The Y is -5.99 log Papp (cm/s). (7) The compound is CC[C@H](C)[C@H](N)C(=O)O[C@@H]1C[C@@H](n2cc(F)c(=O)[nH]c2=O)O[C@H]1CO. The Y is -5.56 log Papp (cm/s).